This data is from Forward reaction prediction with 1.9M reactions from USPTO patents (1976-2016). The task is: Predict the product of the given reaction. (1) Given the reactants [C:1]([CH2:4][CH2:5][CH2:6][CH2:7][CH2:8][CH2:9][CH2:10][CH2:11][CH2:12][CH2:13][CH2:14][CH2:15][CH2:16][CH2:17][CH2:18][CH2:19][CH2:20][NH:21][C:22](=[O:28])/[CH:23]=[CH:24]\[C:25]([OH:27])=O)([OH:3])=[O:2].C([O-])(=O)C.[Na+], predict the reaction product. The product is: [C:22]1(=[O:28])[N:21]([CH2:20][CH2:19][CH2:18][CH2:17][CH2:16][CH2:15][CH2:14][CH2:13][CH2:12][CH2:11][CH2:10][CH2:9][CH2:8][CH2:7][CH2:6][CH2:5][CH2:4][C:1]([OH:3])=[O:2])[C:25](=[O:27])[CH:24]=[CH:23]1. (2) Given the reactants [N:1]1[CH:6]=[CH:5][C:4]([CH:7]=O)=[CH:3][CH:2]=1.[C:9]([CH2:11][C:12]([O:14][CH2:15][CH3:16])=[O:13])#[N:10].C([O-])(=O)C.[NH4+].C(O)(=O)C, predict the reaction product. The product is: [C:9](/[C:11](=[CH:7]\[C:4]1[CH:3]=[CH:2][N:1]=[CH:6][CH:5]=1)/[C:12]([O:14][CH2:15][CH3:16])=[O:13])#[N:10]. (3) Given the reactants [CH3:1][O:2][C:3](=[O:23])[CH:4]=[CH:5][C:6]1[CH:11]=[C:10]([N+:12]([O-])=O)[CH:9]=[CH:8][C:7]=1[O:15][C:16]1[CH:21]=[CH:20][C:19]([F:22])=[CH:18][CH:17]=1.Cl, predict the reaction product. The product is: [CH3:1][O:2][C:3](=[O:23])[CH:4]=[CH:5][C:6]1[CH:11]=[C:10]([NH2:12])[CH:9]=[CH:8][C:7]=1[O:15][C:16]1[CH:17]=[CH:18][C:19]([F:22])=[CH:20][CH:21]=1.